This data is from Peptide-MHC class II binding affinity with 134,281 pairs from IEDB. The task is: Regression. Given a peptide amino acid sequence and an MHC pseudo amino acid sequence, predict their binding affinity value. This is MHC class II binding data. (1) The binding affinity (normalized) is 0.352. The peptide sequence is RPAEVRKVCYNAVLT. The MHC is HLA-DQA10201-DQB10303 with pseudo-sequence HLA-DQA10201-DQB10303. (2) The peptide sequence is APEVKYTVFETALEK. The MHC is HLA-DQA10501-DQB10201 with pseudo-sequence HLA-DQA10501-DQB10201. The binding affinity (normalized) is 0.488. (3) The peptide sequence is AFKVIATAANAAPAN. The MHC is DRB1_0401 with pseudo-sequence DRB1_0401. The binding affinity (normalized) is 0.164. (4) The peptide sequence is ASRELERFAVNPGLL. The MHC is HLA-DQA10401-DQB10402 with pseudo-sequence HLA-DQA10401-DQB10402. The binding affinity (normalized) is 0.224. (5) The peptide sequence is IALLVLAVGPAYSAH. The MHC is DRB3_0301 with pseudo-sequence DRB3_0301. The binding affinity (normalized) is 0.692. (6) The peptide sequence is SIYGAKFADENFIKK. The MHC is DRB1_0101 with pseudo-sequence DRB1_0101. The binding affinity (normalized) is 0.136. (7) The peptide sequence is PEVKYAVFEAALTKA. The MHC is DRB1_1302 with pseudo-sequence DRB1_1302. The binding affinity (normalized) is 0.210.